From a dataset of Forward reaction prediction with 1.9M reactions from USPTO patents (1976-2016). Predict the product of the given reaction. (1) Given the reactants [CH2:1]([O:3][C:4]([CH:6]1[N:16]([C:17]([O:19][C:20]([CH3:23])([CH3:22])[CH3:21])=[O:18])[CH2:15][C:9]2[N:10]=[CH:11][N:12]=[C:13](Cl)[C:8]=2[CH2:7]1)=[O:5])[CH3:2].[OH:24][C:25]1[CH:26]=[C:27]2[C:31](=[CH:32][CH:33]=1)[NH:30][CH:29]=[CH:28]2.C1CCN2C(=NCCC2)CC1, predict the reaction product. The product is: [CH2:1]([O:3][C:4]([CH:6]1[N:16]([C:17]([O:19][C:20]([CH3:23])([CH3:22])[CH3:21])=[O:18])[CH2:15][C:9]2[N:10]=[CH:11][N:12]=[C:13]([O:24][C:25]3[CH:26]=[C:27]4[C:31](=[CH:32][CH:33]=3)[NH:30][CH:29]=[CH:28]4)[C:8]=2[CH2:7]1)=[O:5])[CH3:2]. (2) Given the reactants [CH3:1][C:2]1[C:3]2[N:4]([C:8]([C@@H:11]3[CH2:15][CH2:14][N:13]([C:16]([O:18][CH2:19][C:20]4[CH:25]=[CH:24][CH:23]=[CH:22][CH:21]=4)=[O:17])[CH2:12]3)=[N:9][CH:10]=2)[CH:5]=[CH:6][N:7]=1.[Br:26]N1C(=O)CCC1=O.C(=O)([O-])O.[Na+], predict the reaction product. The product is: [Br:26][C:10]1[N:9]=[C:8]([C@@H:11]2[CH2:15][CH2:14][N:13]([C:16]([O:18][CH2:19][C:20]3[CH:25]=[CH:24][CH:23]=[CH:22][CH:21]=3)=[O:17])[CH2:12]2)[N:4]2[CH:5]=[CH:6][N:7]=[C:2]([CH3:1])[C:3]=12.